From a dataset of NCI-60 drug combinations with 297,098 pairs across 59 cell lines. Regression. Given two drug SMILES strings and cell line genomic features, predict the synergy score measuring deviation from expected non-interaction effect. (1) Drug 1: C1=NC2=C(N1)C(=S)N=CN2. Drug 2: C(CCl)NC(=O)N(CCCl)N=O. Cell line: MALME-3M. Synergy scores: CSS=18.7, Synergy_ZIP=-4.75, Synergy_Bliss=-2.03, Synergy_Loewe=-35.0, Synergy_HSA=-0.702. (2) Drug 1: CC12CCC3C(C1CCC2O)C(CC4=C3C=CC(=C4)O)CCCCCCCCCS(=O)CCCC(C(F)(F)F)(F)F. Drug 2: CC1C(C(CC(O1)OC2CC(CC3=C2C(=C4C(=C3O)C(=O)C5=CC=CC=C5C4=O)O)(C(=O)C)O)N)O. Cell line: MDA-MB-435. Synergy scores: CSS=61.6, Synergy_ZIP=0.450, Synergy_Bliss=2.07, Synergy_Loewe=-2.95, Synergy_HSA=4.03. (3) Drug 1: CC1C(C(CC(O1)OC2CC(OC(C2O)C)OC3=CC4=CC5=C(C(=O)C(C(C5)C(C(=O)C(C(C)O)O)OC)OC6CC(C(C(O6)C)O)OC7CC(C(C(O7)C)O)OC8CC(C(C(O8)C)O)(C)O)C(=C4C(=C3C)O)O)O)O. Drug 2: CNC(=O)C1=NC=CC(=C1)OC2=CC=C(C=C2)NC(=O)NC3=CC(=C(C=C3)Cl)C(F)(F)F. Cell line: SF-268. Synergy scores: CSS=20.7, Synergy_ZIP=1.41, Synergy_Bliss=3.13, Synergy_Loewe=-50.3, Synergy_HSA=0.424. (4) Drug 1: C1C(C(OC1N2C=NC3=C(N=C(N=C32)Cl)N)CO)O. Drug 2: C1CN1C2=NC(=NC(=N2)N3CC3)N4CC4. Cell line: A498. Synergy scores: CSS=46.6, Synergy_ZIP=-4.78, Synergy_Bliss=4.59, Synergy_Loewe=6.66, Synergy_HSA=7.76.